From a dataset of Forward reaction prediction with 1.9M reactions from USPTO patents (1976-2016). Predict the product of the given reaction. (1) Given the reactants [Cl:1][C:2]1[CH:3]=[C:4]([N:9]2[C:13]([C:14]3[CH:19]=[C:18]([O:20][C:21]([F:24])([F:23])[F:22])[CH:17]=[C:16]([Cl:25])[CH:15]=3)=[CH:12][C:11](C(O)=O)=[N:10]2)[CH:5]=[CH:6][C:7]=1[F:8].FC1C=C(C2N(C3C=NC=CC=3)N=C([C:52]3[C:57]4[CH2:58][NH:59][C:60](=[O:61])[C:56]=4[CH:55]=[CH:54][N:53]=3)C=2)C=C(OC(F)(F)F)C=1.NC1C=CNN=1.BrC1C=CNN=1, predict the reaction product. The product is: [Cl:1][C:2]1[CH:3]=[C:4]([N:9]2[C:13]([C:14]3[CH:19]=[C:18]([O:20][C:21]([F:22])([F:23])[F:24])[CH:17]=[C:16]([Cl:25])[CH:15]=3)=[CH:12][C:11]([C:52]3[C:57]4[CH2:58][NH:59][C:60](=[O:61])[C:56]=4[CH:55]=[CH:54][N:53]=3)=[N:10]2)[CH:5]=[CH:6][C:7]=1[F:8]. (2) Given the reactants Cl.C(OC([NH:9][C@@H:10]1[CH2:15][CH2:14][C@@H:13]([CH:16](C(OCC)=O)[C:17]([O:19][CH2:20]C)=[O:18])[CH2:12][C@H:11]1[C:27]1[CH:32]=[CH:31][C:30]([Cl:33])=[CH:29][CH:28]=1)=O)(C)(C)C, predict the reaction product. The product is: [NH2:9][C@@H:10]1[CH2:15][CH2:14][C@@H:13]([CH2:16][C:17]([O:19][CH3:20])=[O:18])[CH2:12][C@H:11]1[C:27]1[CH:32]=[CH:31][C:30]([Cl:33])=[CH:29][CH:28]=1. (3) Given the reactants [C:1]1([C:16]2[CH:21]=[CH:20][CH:19]=[CH:18][CH:17]=2)[CH:6]=[CH:5][CH:4]=[CH:3][C:2]=1[NH:7][C:8]1[N:13]=[C:12]([NH2:14])[N:11]=[C:10](Cl)[N:9]=1.[H-].[Na+].[CH3:24][O:25][C:26]1[CH:31]=[CH:30][CH:29]=[CH:28][C:27]=1[N:32]=[C:33]=[O:34].O, predict the reaction product. The product is: [C:1]1([C:16]2[CH:21]=[CH:20][CH:19]=[CH:18][CH:17]=2)[CH:6]=[CH:5][CH:4]=[CH:3][C:2]=1[NH:7][C:8]1[N:9]=[CH:10][N:11]=[C:12]([NH:14][C:33]([NH:32][C:27]2[CH:28]=[CH:29][CH:30]=[CH:31][C:26]=2[O:25][CH3:24])=[O:34])[N:13]=1. (4) Given the reactants [NH:1]1[CH2:6][CH2:5][CH:4]([NH:7][C:8](=[O:14])[O:9][C:10]([CH3:13])([CH3:12])[CH3:11])[CH2:3][CH2:2]1.Br[C:16]1[CH:21]=[CH:20][C:19]([O:22][CH3:23])=[CH:18][CH:17]=1.C(O[K])(C)(C)C.CC(C1C=C(C(C)C)C(C2C=CC=CC=2P(C2CCCCC2)C2CCCCC2)=C(C(C)C)C=1)C, predict the reaction product. The product is: [CH3:23][O:22][C:19]1[CH:20]=[CH:21][C:16]([N:1]2[CH2:2][CH2:3][CH:4]([NH:7][C:8](=[O:14])[O:9][C:10]([CH3:11])([CH3:13])[CH3:12])[CH2:5][CH2:6]2)=[CH:17][CH:18]=1. (5) The product is: [OH:19][C@@H:20]1[CH2:37][CH2:36][C@@:35]2([CH3:38])[C@@H:22]([CH2:23][CH2:24][C@@H:25]3[C@@H:34]2[CH2:33][CH2:32][C@@:30]2([CH3:31])[C@H:26]3[CH2:27][CH2:28][C@@H:29]2[SH:39])[CH2:21]1. Given the reactants [H-].C(O[Al](OC(C)(C)C)OC(C)(C)C)(C)(C)C.[Li+].[OH:19][C@@H:20]1[CH2:37][CH2:36][C@@:35]2([CH3:38])[C@@H:22]([CH2:23][CH2:24][C@@H:25]3[C@@H:34]2[CH2:33][CH2:32][C@@:30]2([CH3:31])[C@H:26]3[CH2:27][CH2:28][C:29]2=[S:39])[CH2:21]1.C([O-])(O)=O.[Na+], predict the reaction product. (6) Given the reactants [F:1][C:2]1[C:7]([F:8])=[C:6]([O:9][CH2:10][CH2:11][N:12]2[CH2:17][CH2:16][O:15][CH2:14][CH2:13]2)[CH:5]=[CH:4][C:3]=1[CH:18]=[N:19][N:20]([CH3:29])[C:21]1([C:25]([O:27][CH3:28])=[O:26])[CH2:24][CH2:23][CH2:22]1.Cl.B.C(C1C=CC(C)=NC=1)C.[OH-].[Na+].P([O-])([O-])([O-])=O.[K+].[K+].[K+], predict the reaction product. The product is: [F:1][C:2]1[C:7]([F:8])=[C:6]([O:9][CH2:10][CH2:11][N:12]2[CH2:13][CH2:14][O:15][CH2:16][CH2:17]2)[CH:5]=[CH:4][C:3]=1[CH2:18][NH:19][N:20]([CH3:29])[C:21]1([C:25]([O:27][CH3:28])=[O:26])[CH2:22][CH2:23][CH2:24]1. (7) Given the reactants F[C:2]1[C:7]([C:8]2[N:16]=[CH:15][N:14]=[C:13]3[C:9]=2[N:10]=[CH:11][N:12]3[CH:17]2[CH2:22][CH2:21][CH2:20][CH2:19][O:18]2)=[CH:6][CH:5]=[CH:4][N:3]=1.[C:23]([NH:26][C:27]1[CH:32]=[CH:31][C:30]([NH2:33])=[CH:29][N:28]=1)(=[O:25])[CH3:24].[Li+].C[Si]([N-][Si](C)(C)C)(C)C.C([O-])(O)=O.[Na+], predict the reaction product. The product is: [O:18]1[CH2:19][CH2:20][CH2:21][CH2:22][CH:17]1[N:12]1[CH:11]=[N:10][C:9]2[C:13]1=[N:14][CH:15]=[N:16][C:8]=2[C:7]1[C:2]([NH:33][C:30]2[CH:31]=[CH:32][C:27]([NH:26][C:23](=[O:25])[CH3:24])=[N:28][CH:29]=2)=[N:3][CH:4]=[CH:5][CH:6]=1. (8) Given the reactants Cl.O1CCO[CH:3]1[CH2:7][C:8]1[CH:9]=[C:10]2[C:15](=[CH:16][CH:17]=1)[C:14](=[O:18])[O:13][CH:12]([CH3:19])[CH2:11]2.[C:20]([N:27]1[CH2:32][CH2:31][NH:30][CH2:29][CH2:28]1)([O:22][C:23]([CH3:26])([CH3:25])[CH3:24])=[O:21].C(O[BH-](OC(=O)C)OC(=O)C)(=O)C.[Na+], predict the reaction product. The product is: [CH3:19][CH:12]1[CH2:11][C:10]2[C:15](=[CH:16][CH:17]=[C:8]([CH2:7][CH2:3][N:30]3[CH2:29][CH2:28][N:27]([C:20]([O:22][C:23]([CH3:26])([CH3:25])[CH3:24])=[O:21])[CH2:32][CH2:31]3)[CH:9]=2)[C:14](=[O:18])[O:13]1. (9) Given the reactants [Cl:1][C:2]1[N:3]=[CH:4][C:5]2[NH:11][C:10](=[O:12])[CH2:9][CH2:8][N:7]([CH:13]3[CH2:17][CH2:16][CH2:15][C:14]3([CH3:19])[CH3:18])[C:6]=2[N:20]=1.IC.[CH3:23]N(C)C(=O)C.[H-].[Na+], predict the reaction product. The product is: [Cl:1][C:2]1[N:3]=[CH:4][C:5]2[N:11]([CH3:23])[C:10](=[O:12])[CH2:9][CH2:8][N:7]([CH:13]3[CH2:17][CH2:16][CH2:15][C:14]3([CH3:18])[CH3:19])[C:6]=2[N:20]=1. (10) Given the reactants [C:1]1([N:7]2[C:11]([C:12]3[S:13][CH:14]=[CH:15][CH:16]=3)=[CH:10][C:9]([CH2:17][CH2:18][CH:19]=O)=[N:8]2)[CH:6]=[CH:5][CH:4]=[CH:3][CH:2]=1.[F:21][C:22]1[CH:27]=[CH:26][C:25]([CH:28]([C:35]2[CH:40]=[CH:39][C:38]([F:41])=[CH:37][CH:36]=2)[N:29]2[CH2:34][CH2:33][NH:32][CH2:31][CH2:30]2)=[CH:24][CH:23]=1.CCN(C(C)C)C(C)C.[BH-](OC(C)=O)(OC(C)=O)OC(C)=O.[Na+], predict the reaction product. The product is: [F:41][C:38]1[CH:37]=[CH:36][C:35]([CH:28]([C:25]2[CH:26]=[CH:27][C:22]([F:21])=[CH:23][CH:24]=2)[N:29]2[CH2:30][CH2:31][N:32]([CH2:19][CH2:18][CH2:17][C:9]3[CH:10]=[C:11]([C:12]4[S:13][CH:14]=[CH:15][CH:16]=4)[N:7]([C:1]4[CH:6]=[CH:5][CH:4]=[CH:3][CH:2]=4)[N:8]=3)[CH2:33][CH2:34]2)=[CH:40][CH:39]=1.